This data is from Reaction yield outcomes from USPTO patents with 853,638 reactions. The task is: Predict the reaction yield, written as a fraction of the theoretical maximum amount of product (1.0 means a 100% yield; for example, 0.34 means a 34% yield). (1) The reactants are [F:1][C:2]1[CH:7]=[CH:6][C:5]([C:8]2[N:12]3[CH:13]=[CH:14][NH:15][C:16](=[O:17])[C:11]3=[N:10][CH:9]=2)=[CH:4][C:3]=1[C:18]1[C:19]([C:24]#[N:25])=[CH:20][CH:21]=[CH:22][CH:23]=1.[H-].[Na+].[Br-].[Li+].I[CH2:31][CH3:32]. The catalyst is COCCOC.CN(C)C=O.O. The product is [CH2:31]([N:15]1[CH:14]=[CH:13][N:12]2[C:8]([C:5]3[CH:6]=[CH:7][C:2]([F:1])=[C:3]([C:18]4[C:19]([C:24]#[N:25])=[CH:20][CH:21]=[CH:22][CH:23]=4)[CH:4]=3)=[CH:9][N:10]=[C:11]2[C:16]1=[O:17])[CH3:32]. The yield is 0.440. (2) The reactants are [N:1]1[C:10]2[C:5](=[CH:6][CH:7]=[CH:8][CH:9]=2)[CH:4]=[C:3](B(O)O)[CH:2]=1.FC(F)(F)S(O[C:20]1[CH2:25][CH2:24][N:23]([C:26]([O:28][C:29]([CH3:32])([CH3:31])[CH3:30])=[O:27])[CH2:22][CH:21]=1)(=O)=O.C(=O)(O)[O-].[Na+].[Cl-].[Li+]. The catalyst is C1(C)C=CC=CC=1.C(O)C.C(OCC)(=O)C.C1C=CC([P]([Pd]([P](C2C=CC=CC=2)(C2C=CC=CC=2)C2C=CC=CC=2)([P](C2C=CC=CC=2)(C2C=CC=CC=2)C2C=CC=CC=2)[P](C2C=CC=CC=2)(C2C=CC=CC=2)C2C=CC=CC=2)(C2C=CC=CC=2)C2C=CC=CC=2)=CC=1. The product is [N:1]1[C:10]2[C:5](=[CH:6][CH:7]=[CH:8][CH:9]=2)[CH:4]=[C:3]([C:20]2[CH2:25][CH2:24][N:23]([C:26]([O:28][C:29]([CH3:32])([CH3:31])[CH3:30])=[O:27])[CH2:22][CH:21]=2)[CH:2]=1. The yield is 0.760. (3) The reactants are [CH2:1]([O:8][C:9]([NH:11][C:12]1[C:13]([C:19]([O:21][CH3:22])=[O:20])=[C:14](Br)[S:15][C:16]=1[Br:17])=[O:10])[C:2]1[CH:7]=[CH:6][CH:5]=[CH:4][CH:3]=1.[Cl:23][C:24]1[CH:29]=[CH:28][C:27](B(O)O)=[CH:26][CH:25]=1.C(=O)([O-])[O-].[Na+].[Na+]. The catalyst is C(O)C.O.C1(C)C=CC=CC=1. The product is [CH2:1]([O:8][C:9]([NH:11][C:12]1[C:13]([C:19]([O:21][CH3:22])=[O:20])=[C:14]([C:27]2[CH:28]=[CH:29][C:24]([Cl:23])=[CH:25][CH:26]=2)[S:15][C:16]=1[Br:17])=[O:10])[C:2]1[CH:7]=[CH:6][CH:5]=[CH:4][CH:3]=1. The yield is 0.480. (4) The reactants are Cl[CH2:2][CH2:3][O:4][C:5]1[C:13]2[C:8](=[N:9][CH:10]=[N:11][C:12]=2[NH:14][C:15]2[CH:20]=[CH:19][C:18]([O:21][C:22]3[CH:23]=[N:24][C:25]([CH3:28])=[CH:26][CH:27]=3)=[C:17]([CH3:29])[CH:16]=2)[NH:7][N:6]=1.[NH:30]1[CH2:34][CH2:33][CH2:32][CH2:31]1. No catalyst specified. The product is [CH3:29][C:17]1[CH:16]=[C:15]([NH:14][C:12]2[N:11]=[CH:10][N:9]=[C:8]3[NH:7][N:6]=[C:5]([O:4][CH2:3][CH2:2][N:30]4[CH2:34][CH2:33][CH2:32][CH2:31]4)[C:13]=23)[CH:20]=[CH:19][C:18]=1[O:21][C:22]1[CH:23]=[N:24][C:25]([CH3:28])=[CH:26][CH:27]=1. The yield is 0.470. (5) The reactants are C[C:2]1[CH:3]=[N:4][NH:5][CH:6]=1.[Li][CH2:8][CH2:9]CC.C(O[B:16]1[O:20][C:19]([CH3:22])([CH3:21])[C:18]([CH3:24])([CH3:23])[O:17]1)(C)C. The catalyst is [NH4+].[Cl-]. The product is [CH2:8]([N:5]1[C:6]([B:16]2[O:20][C:19]([CH3:22])([CH3:21])[C:18]([CH3:24])([CH3:23])[O:17]2)=[CH:2][CH:3]=[N:4]1)[CH3:9]. The yield is 0.890. (6) The reactants are C(=O)([O-])[O-].[K+].[K+].CC1(C)C(C)(C)OB([C:15]2[CH:20]=[CH:19][C:18]([N:21]3[CH:25]=[CH:24][CH:23]=[N:22]3)=[CH:17][CH:16]=2)O1.I[C:28]1[CH:33]=[CH:32][N:31]([CH2:34][CH2:35][C@@:36]([CH3:51])([S:47]([CH3:50])(=[O:49])=[O:48])[C:37]([NH:39][O:40][CH:41]2[CH2:46][CH2:45][CH2:44][CH2:43][O:42]2)=[O:38])[C:30](=[O:52])[CH:29]=1. The catalyst is COCCOC.CO.C(OCC)(=O)C. The product is [CH3:51][C@@:36]([S:47]([CH3:50])(=[O:48])=[O:49])([CH2:35][CH2:34][N:31]1[CH:32]=[CH:33][C:28]([C:15]2[CH:16]=[CH:17][C:18]([N:21]3[CH:25]=[CH:24][CH:23]=[N:22]3)=[CH:19][CH:20]=2)=[CH:29][C:30]1=[O:52])[C:37]([NH:39][O:40][CH:41]1[CH2:46][CH2:45][CH2:44][CH2:43][O:42]1)=[O:38]. The yield is 0.230.